This data is from Forward reaction prediction with 1.9M reactions from USPTO patents (1976-2016). The task is: Predict the product of the given reaction. (1) Given the reactants Cl[CH2:2][C:3]([NH:5][C:6]1[N:38]=[C:9]2[C:10]([C:28]3[CH:33]=[CH:32][CH:31]=[C:30]([C:34]([F:37])([F:36])[F:35])[CH:29]=3)=[C:11]([CH3:27])[C:12]([C:14]3[N:15]([C:19]4[CH:24]=[CH:23][C:22]([C:25]#[N:26])=[CH:21][CH:20]=4)[N:16]=[CH:17][CH:18]=3)=[CH:13][N:8]2[N:7]=1)=[O:4].[NH:39]1[CH2:44][CH2:43][S:42](=[O:46])(=[O:45])[CH2:41][CH2:40]1, predict the reaction product. The product is: [C:25]([C:22]1[CH:23]=[CH:24][C:19]([N:15]2[C:14]([C:12]3[C:11]([CH3:27])=[C:10]([C:28]4[CH:33]=[CH:32][CH:31]=[C:30]([C:34]([F:37])([F:36])[F:35])[CH:29]=4)[C:9]4[N:8]([N:7]=[C:6]([NH:5][C:3](=[O:4])[CH2:2][N:39]5[CH2:44][CH2:43][S:42](=[O:46])(=[O:45])[CH2:41][CH2:40]5)[N:38]=4)[CH:13]=3)=[CH:18][CH:17]=[N:16]2)=[CH:20][CH:21]=1)#[N:26]. (2) Given the reactants [Cl:1][C:2]1[CH:25]=[CH:24][C:5]([CH2:6][NH:7][C:8]([C:10]2[C:11](=[O:23])[C:12]3[S:19][C:18]([CH2:20]Cl)=[C:17]([CH3:22])[C:13]=3[N:14]([CH3:16])[CH:15]=2)=[O:9])=[CH:4][CH:3]=1.[CH3:26][O:27][C:28]1[CH:33]=[CH:32][C:31]([CH:34]([OH:38])[CH2:35][NH:36][CH3:37])=[CH:30][CH:29]=1.C(N(C(C)C)CC)(C)C, predict the reaction product. The product is: [Cl:1][C:2]1[CH:25]=[CH:24][C:5]([CH2:6][NH:7][C:8]([C:10]2[C:11](=[O:23])[C:12]3[S:19][C:18]([CH2:20][N:36]([CH2:35][CH:34]([OH:38])[C:31]4[CH:32]=[CH:33][C:28]([O:27][CH3:26])=[CH:29][CH:30]=4)[CH3:37])=[C:17]([CH3:22])[C:13]=3[N:14]([CH3:16])[CH:15]=2)=[O:9])=[CH:4][CH:3]=1.